From a dataset of Forward reaction prediction with 1.9M reactions from USPTO patents (1976-2016). Predict the product of the given reaction. (1) Given the reactants C([O:3][C:4]([C:6]1[CH:7]=[C:8]2[C:13](=[CH:14][CH:15]=1)[NH:12][CH:11]([C:16]1[CH:21]=[CH:20][CH:19]=[C:18]([NH:22][C:23]([N:25]3[CH2:30][CH2:29][N:28]([CH3:31])[CH2:27][CH2:26]3)=[O:24])[CH:17]=1)[C:10]([CH3:33])([CH3:32])[CH2:9]2)=[O:5])C.Cl, predict the reaction product. The product is: [CH3:32][C:10]1([CH3:33])[CH2:9][C:8]2[C:13](=[CH:14][CH:15]=[C:6]([C:4]([OH:5])=[O:3])[CH:7]=2)[NH:12][CH:11]1[C:16]1[CH:21]=[CH:20][CH:19]=[C:18]([NH:22][C:23]([N:25]2[CH2:26][CH2:27][N:28]([CH3:31])[CH2:29][CH2:30]2)=[O:24])[CH:17]=1. (2) Given the reactants [F:1][C:2]1[CH:3]=[C:4]([NH:8][C:9]2[N:14]=[C:13]([NH:15][CH2:16][CH2:17][CH3:18])[C:12](I)=[CH:11][N:10]=2)[CH:5]=[CH:6][CH:7]=1.[CH2:20]([N:25]1[C:29](=[O:30])[C:28]2=[CH:31][CH:32]=[CH:33][CH:34]=[C:27]2[C:26]1=[O:35])[CH2:21][CH2:22][C:23]#[CH:24].O.C(OCC)(=O)C, predict the reaction product. The product is: [F:1][C:2]1[CH:3]=[C:4]([NH:8][C:9]2[N:14]=[C:13]([NH:15][CH2:16][CH2:17][CH3:18])[C:12]([C:24]#[C:23][CH2:22][CH2:21][CH2:20][N:25]3[C:26](=[O:35])[C:27]4[C:28](=[CH:31][CH:32]=[CH:33][CH:34]=4)[C:29]3=[O:30])=[CH:11][N:10]=2)[CH:5]=[CH:6][CH:7]=1. (3) Given the reactants [CH2:1]([NH:3][NH2:4])[CH3:2].[C:5](OC)(=[O:10])[CH2:6][C:7]([CH3:9])=O, predict the reaction product. The product is: [CH2:1]([N:3]1[C:5](=[O:10])[CH2:6][C:7]([CH3:9])=[N:4]1)[CH3:2]. (4) Given the reactants [C:1]([O:5][C:6]([N:8]1[CH2:14][CH2:13][C:12]2[CH:15]=[C:16]([OH:19])[CH:17]=[CH:18][C:11]=2[CH2:10][CH2:9]1)=[O:7])([CH3:4])([CH3:3])[CH3:2].Cl[CH2:21][CH2:22][CH2:23][N:24]1[CH2:29][CH2:28][CH2:27][CH2:26][CH2:25]1, predict the reaction product. The product is: [C:1]([O:5][C:6]([N:8]1[CH2:14][CH2:13][C:12]2[CH:15]=[C:16]([O:19][CH2:21][CH2:22][CH2:23][N:24]3[CH2:29][CH2:28][CH2:27][CH2:26][CH2:25]3)[CH:17]=[CH:18][C:11]=2[CH2:10][CH2:9]1)=[O:7])([CH3:4])([CH3:2])[CH3:3]. (5) Given the reactants [OH:1][NH:2][C:3](=[O:9])[O:4][C:5]([CH3:8])([CH3:7])[CH3:6].[CH2:10]([N:12]([CH2:16][CH3:17])[C:13](Cl)=[O:14])[CH3:11], predict the reaction product. The product is: [CH2:10]([N:12]([CH2:16][CH3:17])[C:13](=[O:14])[O:1][NH:2][C:3]([O:4][C:5]([CH3:8])([CH3:7])[CH3:6])=[O:9])[CH3:11].